From a dataset of Reaction yield outcomes from USPTO patents with 853,638 reactions. Predict the reaction yield, written as a fraction of the theoretical maximum amount of product (1.0 means a 100% yield; for example, 0.34 means a 34% yield). The product is [CH3:1][C:2]1[CH:3]=[CH:4][C:5]([N+:9]([O-:11])=[O:10])=[C:6]([CH:7]=1)[O:8][CH2:13][C:14]([O:16][CH2:17][CH3:18])=[O:15]. The yield is 0.980. The catalyst is CC(C)=O. The reactants are [CH3:1][C:2]1[CH:3]=[CH:4][C:5]([N+:9]([O-:11])=[O:10])=[C:6]([OH:8])[CH:7]=1.Br[CH2:13][C:14]([O:16][CH2:17][CH3:18])=[O:15].C(=O)([O-])[O-].[K+].[K+].